Predict the reaction yield, written as a fraction of the theoretical maximum amount of product (1.0 means a 100% yield; for example, 0.34 means a 34% yield). From a dataset of Reaction yield outcomes from USPTO patents with 853,638 reactions. (1) The reactants are C[O-].[Na+].Cl.[NH2:5][C:6]1[S:7][C:8](Br)=[CH:9][N:10]=1.[C:12]([C:15]1[CH:16]=[C:17]([SH:21])[CH:18]=[CH:19][CH:20]=1)([OH:14])=[O:13].Cl.O1CCOC[CH2:24]1. The catalyst is CO. The product is [CH3:24][O:13][C:12](=[O:14])[C:15]1[CH:20]=[CH:19][CH:18]=[C:17]([S:21][C:8]2[S:7][C:6]([NH2:5])=[N:10][CH:9]=2)[CH:16]=1. The yield is 0.750. (2) The reactants are [OH:1][C:2]1[CH:3]=[C:4]([CH:7]=[CH:8][CH:9]=1)[CH:5]=[O:6].I[CH:11]([CH3:13])[CH3:12].C(=O)([O-])[O-].[K+].[K+].O. The catalyst is C(O)(C)C. The product is [CH:11]([O:1][C:2]1[CH:3]=[C:4]([CH:7]=[CH:8][CH:9]=1)[CH:5]=[O:6])([CH3:13])[CH3:12]. The yield is 0.670.